Dataset: Reaction yield outcomes from USPTO patents with 853,638 reactions. Task: Predict the reaction yield, written as a fraction of the theoretical maximum amount of product (1.0 means a 100% yield; for example, 0.34 means a 34% yield). (1) The reactants are [F:1][C:2]([F:13])([F:12])[C:3]1[N:8]=[CH:7][C:6](B(O)O)=[CH:5][CH:4]=1.Cl[C:15]1[CH:20]=[C:19]([C:21]([F:24])([F:23])[F:22])[CH:18]=[C:17]([CH3:25])[N:16]=1.C([O-])([O-])=O.[K+].[K+].COCCOC. The catalyst is Cl[Pd](Cl)([P](C1C=CC=CC=1)(C1C=CC=CC=1)C1C=CC=CC=1)[P](C1C=CC=CC=1)(C1C=CC=CC=1)C1C=CC=CC=1.CCOC(C)=O.C(O)C.O. The product is [CH3:25][C:17]1[N:16]=[C:15]([C:6]2[CH:7]=[N:8][C:3]([C:2]([F:13])([F:12])[F:1])=[CH:4][CH:5]=2)[CH:20]=[C:19]([C:21]([F:24])([F:22])[F:23])[CH:18]=1. The yield is 1.01. (2) The reactants are Cl.[NH2:2][C@@H:3]1[CH2:8][CH2:7][CH2:6][CH2:5][C@H:4]1[OH:9].C(=O)([O-])[O-].[K+].[K+].[Cl:16][C:17]1[N:22]=[C:21](Cl)[C:20]([Cl:24])=[CH:19][N:18]=1. The catalyst is O1CCCC1. The product is [Cl:16][C:17]1[N:22]=[C:21]([NH:2][C@@H:3]2[CH2:8][CH2:7][CH2:6][CH2:5][C@H:4]2[OH:9])[C:20]([Cl:24])=[CH:19][N:18]=1. The yield is 0.500.